Task: Binary Classification. Given a drug SMILES string, predict its activity (active/inactive) in a high-throughput screening assay against a specified biological target.. Dataset: Tyrosyl-DNA phosphodiesterase HTS with 341,365 compounds (1) The drug is S(CC(=O)c1c([N+]([O-])=O)cccc1)c1n[nH]c(=O)[nH]c1=O. The result is 0 (inactive). (2) The molecule is S(CCCNCc1ccc(F)cc1)c1n(nnn1)c1ccccc1. The result is 0 (inactive). (3) The compound is s1c2c(nc1SC)ccc(NC(=O)c1c(F)cccc1F)c2. The result is 0 (inactive). (4) The drug is Fc1c(N2CCN(C(CNC(=O)CC(C)C)c3cc4OCOc4cc3)CC2)cccc1. The result is 0 (inactive). (5) The drug is s1c(N(CCCN(C)C)C(=O)COc2ccccc2)nc2c1cccc2F. The result is 0 (inactive). (6) The molecule is Fc1ccc(NC(=O)NC2CCN(CC2)Cc2n(nnn2)Cc2cc3OCOc3cc2)cc1. The result is 0 (inactive). (7) The molecule is s1c2c(CCC2)c2c1nc(SCC(C)=C)nc2N. The result is 0 (inactive).